From a dataset of Full USPTO retrosynthesis dataset with 1.9M reactions from patents (1976-2016). Predict the reactants needed to synthesize the given product. (1) The reactants are: [CH2:1]([O:3][C:4](=[O:36])[C:5]([CH3:35])([O:7][C:8]1[CH:13]=[CH:12][C:11]([O:14][C:15]2[CH:20]=[CH:19][CH:18]=[C:17]([CH2:21][NH:22][CH2:23][C:24]3[CH:29]=[CH:28][C:27]([C:30]([F:33])([F:32])[F:31])=[CH:26][CH:25]=3)[CH:16]=2)=[CH:10][C:9]=1[CH3:34])[CH3:6])[CH3:2].[O:37](C(C)=O)[C:38]([CH3:40])=O. Given the product [CH2:1]([O:3][C:4](=[O:36])[C:5]([O:7][C:8]1[CH:13]=[CH:12][C:11]([O:14][C:15]2[CH:20]=[CH:19][CH:18]=[C:17]([CH2:21][N:22]([C:38](=[O:37])[CH3:40])[CH2:23][C:24]3[CH:25]=[CH:26][C:27]([C:30]([F:32])([F:33])[F:31])=[CH:28][CH:29]=3)[CH:16]=2)=[CH:10][C:9]=1[CH3:34])([CH3:35])[CH3:6])[CH3:2], predict the reactants needed to synthesize it. (2) Given the product [ClH:1].[OH:3][NH:2][C:17](=[NH:18])[C:16]1[CH:19]=[C:12]([C:11]#[C:10][C:4]2[CH:9]=[CH:8][CH:7]=[CH:6][CH:5]=2)[CH:13]=[N:14][CH:15]=1, predict the reactants needed to synthesize it. The reactants are: [ClH:1].[NH2:2][OH:3].[C:4]1([C:10]#[C:11][C:12]2[CH:13]=[N:14][CH:15]=[C:16]([CH:19]=2)[C:17]#[N:18])[CH:9]=[CH:8][CH:7]=[CH:6][CH:5]=1.C(=O)([O-])[O-].[K+].[K+]. (3) Given the product [F:20][C:14]1[CH:15]=[C:16]([F:19])[CH:17]=[CH:18][C:13]=1[N:12]1[CH:8]([C:6]2[CH:7]=[C:2]([C:35]3[CH:34]=[CH:33][CH:32]=[C:31]([S:30][CH3:29])[CH:36]=3)[CH:3]=[CH:4][C:5]=2[F:28])[CH2:9][C:10]([C:21]([F:27])([F:26])[C:22]([F:25])([F:23])[F:24])=[N:11]1, predict the reactants needed to synthesize it. The reactants are: Br[C:2]1[CH:3]=[CH:4][C:5]([F:28])=[C:6]([CH:8]2[N:12]([C:13]3[CH:18]=[CH:17][C:16]([F:19])=[CH:15][C:14]=3[F:20])[N:11]=[C:10]([C:21]([F:27])([F:26])[C:22]([F:25])([F:24])[F:23])[CH2:9]2)[CH:7]=1.[CH3:29][S:30][C:31]1[CH:32]=[C:33](B(O)O)[CH:34]=[CH:35][CH:36]=1.C(=O)([O-])[O-].[Na+].[Na+].CCCC.